This data is from Catalyst prediction with 721,799 reactions and 888 catalyst types from USPTO. The task is: Predict which catalyst facilitates the given reaction. Reactant: [F:1][C:2]([F:7])([CH2:5][CH3:6])[CH2:3][OH:4].C1C=CC(N([S:15]([C:18]([F:21])([F:20])[F:19])(=[O:17])=[O:16])[S:15]([C:18]([F:21])([F:20])[F:19])(=[O:17])=[O:16])=CC=1.C(N(CC)CC)C. Product: [F:1][C:2]([F:7])([CH2:5][CH3:6])[CH2:3][O:4][S:15]([C:18]([F:21])([F:20])[F:19])(=[O:17])=[O:16]. The catalyst class is: 2.